From a dataset of Reaction yield outcomes from USPTO patents with 853,638 reactions. Predict the reaction yield, written as a fraction of the theoretical maximum amount of product (1.0 means a 100% yield; for example, 0.34 means a 34% yield). (1) The reactants are [C@@H:1]12[CH2:7][NH:6][C@@H:5]1[CH2:4][N:3]([C:8]([O:10][CH2:11][C:12]1[CH:17]=[CH:16][CH:15]=[CH:14][CH:13]=1)=[O:9])[CH2:2]2.Br[C:19]1[CH:20]=[N:21][CH:22]=[CH:23][CH:24]=1. No catalyst specified. The product is [N:21]1[CH:22]=[CH:23][CH:24]=[C:19]([N:6]2[CH2:7][C@@H:1]3[C@H:5]2[CH2:4][N:3]([C:8]([O:10][CH2:11][C:12]2[CH:17]=[CH:16][CH:15]=[CH:14][CH:13]=2)=[O:9])[CH2:2]3)[CH:20]=1. The yield is 0.420. (2) The reactants are [Br:1][C:2]1[CH:7]=[C:6]([F:8])[CH:5]=[CH:4][C:3]=1[CH:9]1[CH2:14][C:13](=[O:15])[C:12](=[C:16](O)[CH3:17])[C:11](=O)[CH2:10]1.Cl.[NH2:21][C:22]([NH2:24])=[NH:23].CNC. The catalyst is CCO. The product is [NH2:24][C:22]1[N:23]=[C:16]([CH3:17])[C:12]2[C:13](=[O:15])[CH2:14][CH:9]([C:3]3[CH:4]=[CH:5][C:6]([F:8])=[CH:7][C:2]=3[Br:1])[CH2:10][C:11]=2[N:21]=1. The yield is 0.240. (3) The reactants are CO[CH:3](OC)[CH2:4][C:5]1[C:6]([C:13]([NH2:15])=[O:14])=[N:7][CH:8]=[C:9]([O:11][CH3:12])[CH:10]=1.CC1C=CC(S(O)(=O)=O)=CC=1. The catalyst is C1(C)C=CC=CC=1. The product is [CH3:12][O:11][C:9]1[CH:8]=[N:7][C:6]2[C:13](=[O:14])[NH:15][CH:3]=[CH:4][C:5]=2[CH:10]=1. The yield is 0.920. (4) The reactants are [Br:1][C:2]1[C:3]([F:12])=[CH:4][C:5]([N+:9]([O-])=O)=[C:6]([OH:8])[CH:7]=1.O.O.[Sn](Cl)Cl.C[CH2:19][OH:20].C(N1C=CN=C1)(N1C=CN=C1)=O. The catalyst is C1COCC1. The product is [Br:1][C:2]1[C:3]([F:12])=[CH:4][C:5]2[NH:9][C:19](=[O:20])[O:8][C:6]=2[CH:7]=1. The yield is 0.716. (5) The reactants are [C:1]1([CH3:11])[CH:6]=[CH:5][C:4]([S:7](Cl)(=[O:9])=[O:8])=[CH:3][CH:2]=1.[O:12]1[CH2:16][CH:15]=[CH:14][C@H:13]1[C@@H:17]([OH:30])[CH2:18][NH:19][C:20](=[O:29])[O:21][CH2:22][C:23]1[CH:28]=[CH:27][CH:26]=[CH:25][CH:24]=1. The catalyst is N1C=CC=CC=1.O. The product is [CH3:11][C:1]1[CH:6]=[CH:5][C:4]([S:7]([O:30][C@H:17]([C@@H:13]2[CH:14]=[CH:15][CH2:16][O:12]2)[CH2:18][NH:19][C:20]([O:21][CH2:22][C:23]2[CH:24]=[CH:25][CH:26]=[CH:27][CH:28]=2)=[O:29])(=[O:9])=[O:8])=[CH:3][CH:2]=1. The yield is 0.830. (6) The reactants are [Br:1][C:2]1[CH:3]=[CH:4][C:5]2[O:14][CH2:13][CH2:12][N:11]3[C:7](=[N:8][C:9](I)=[CH:10]3)[C:6]=2[CH:16]=1.Cl.[CH3:18][O:19][CH2:20][C:21]([NH2:23])=[NH:22].[CH3:24][C:25]1([CH3:65])C2C(=C(P(C3C=CC=CC=3)C3C=CC=CC=3)C=CC=2)OC2C(P(C3C=CC=CC=3)C3C=CC=CC=3)=CC=CC1=2.Cl.[CH:67]([NH:70]N)(C)C. The catalyst is CN(C=O)C.C(OCC)(=O)C.C([O-])(=O)C.[Pd+2].C([O-])(=O)C.C(O)(=O)C. The product is [Br:1][C:2]1[CH:3]=[CH:4][C:5]2[O:14][CH2:13][CH2:12][N:11]3[C:7](=[N:8][C:9]([C:67]4[N:70]([CH:25]([CH3:65])[CH3:24])[N:22]=[C:21]([CH2:20][O:19][CH3:18])[N:23]=4)=[CH:10]3)[C:6]=2[CH:16]=1. The yield is 0.400.